From a dataset of NCI-60 drug combinations with 297,098 pairs across 59 cell lines. Regression. Given two drug SMILES strings and cell line genomic features, predict the synergy score measuring deviation from expected non-interaction effect. (1) Drug 1: CC1C(C(CC(O1)OC2CC(OC(C2O)C)OC3=CC4=CC5=C(C(=O)C(C(C5)C(C(=O)C(C(C)O)O)OC)OC6CC(C(C(O6)C)O)OC7CC(C(C(O7)C)O)OC8CC(C(C(O8)C)O)(C)O)C(=C4C(=C3C)O)O)O)O. Drug 2: CNC(=O)C1=NC=CC(=C1)OC2=CC=C(C=C2)NC(=O)NC3=CC(=C(C=C3)Cl)C(F)(F)F. Cell line: BT-549. Synergy scores: CSS=62.5, Synergy_ZIP=6.15, Synergy_Bliss=-1.35, Synergy_Loewe=-43.1, Synergy_HSA=-3.59. (2) Drug 1: CC1=CC=C(C=C1)C2=CC(=NN2C3=CC=C(C=C3)S(=O)(=O)N)C(F)(F)F. Drug 2: C1=CN(C(=O)N=C1N)C2C(C(C(O2)CO)O)O.Cl. Cell line: KM12. Synergy scores: CSS=29.4, Synergy_ZIP=-5.75, Synergy_Bliss=-5.31, Synergy_Loewe=-16.3, Synergy_HSA=-0.197. (3) Drug 1: C1CC(=O)NC(=O)C1N2CC3=C(C2=O)C=CC=C3N. Drug 2: CC1=C2C(C(=O)C3(C(CC4C(C3C(C(C2(C)C)(CC1OC(=O)C(C(C5=CC=CC=C5)NC(=O)OC(C)(C)C)O)O)OC(=O)C6=CC=CC=C6)(CO4)OC(=O)C)O)C)O. Cell line: HOP-62. Synergy scores: CSS=9.75, Synergy_ZIP=-9.21, Synergy_Bliss=-3.09, Synergy_Loewe=-21.9, Synergy_HSA=-3.94. (4) Drug 1: CNC(=O)C1=CC=CC=C1SC2=CC3=C(C=C2)C(=NN3)C=CC4=CC=CC=N4. Cell line: NCI/ADR-RES. Drug 2: C1=CN(C=N1)CC(O)(P(=O)(O)O)P(=O)(O)O. Synergy scores: CSS=3.58, Synergy_ZIP=6.82, Synergy_Bliss=3.24, Synergy_Loewe=3.00, Synergy_HSA=2.36. (5) Drug 1: C1=CC(=CC=C1CC(C(=O)O)N)N(CCCl)CCCl.Cl. Drug 2: CC1CCC2CC(C(=CC=CC=CC(CC(C(=O)C(C(C(=CC(C(=O)CC(OC(=O)C3CCCCN3C(=O)C(=O)C1(O2)O)C(C)CC4CCC(C(C4)OC)O)C)C)O)OC)C)C)C)OC. Cell line: HOP-62. Synergy scores: CSS=24.0, Synergy_ZIP=-5.20, Synergy_Bliss=-7.83, Synergy_Loewe=-26.5, Synergy_HSA=-7.59. (6) Drug 1: C1CN(CCN1C(=O)CCBr)C(=O)CCBr. Drug 2: C1C(C(OC1N2C=NC3=C2NC=NCC3O)CO)O. Cell line: UACC62. Synergy scores: CSS=34.0, Synergy_ZIP=-8.47, Synergy_Bliss=-3.58, Synergy_Loewe=-2.90, Synergy_HSA=-3.52. (7) Drug 1: C1CCN(CC1)CCOC2=CC=C(C=C2)C(=O)C3=C(SC4=C3C=CC(=C4)O)C5=CC=C(C=C5)O. Drug 2: B(C(CC(C)C)NC(=O)C(CC1=CC=CC=C1)NC(=O)C2=NC=CN=C2)(O)O. Cell line: ACHN. Synergy scores: CSS=-2.00, Synergy_ZIP=3.81, Synergy_Bliss=1.97, Synergy_Loewe=-1.30, Synergy_HSA=-2.13.